From a dataset of Forward reaction prediction with 1.9M reactions from USPTO patents (1976-2016). Predict the product of the given reaction. (1) Given the reactants [CH3:1][C:2]1[CH:7]=[CH:6][C:5]([C:8]2[O:9][C:10]([CH3:13])=[N:11][N:12]=2)=[CH:4][C:3]=1[C:14]1[CH:19]=[CH:18][C:17]([C:20]([OH:22])=O)=[CH:16][CH:15]=1.C1C=CC2N(O)N=NC=2C=1.Cl.CN(C)CCCN=C=NCC.[CH3:45][N:46]([CH3:55])[C:47]1[CH:48]=[C:49]([CH:52]=[CH:53][CH:54]=1)[CH2:50][NH2:51], predict the reaction product. The product is: [CH3:45][N:46]([CH3:55])[C:47]1[CH:48]=[C:49]([CH:52]=[CH:53][CH:54]=1)[CH2:50][NH:51][C:20]([C:17]1[CH:18]=[CH:19][C:14]([C:3]2[CH:4]=[C:5]([C:8]3[O:9][C:10]([CH3:13])=[N:11][N:12]=3)[CH:6]=[CH:7][C:2]=2[CH3:1])=[CH:15][CH:16]=1)=[O:22]. (2) Given the reactants [CH:1]([O:4][C:5]1[CH:10]=[CH:9][CH:8]=[CH:7][C:6]=1[C:11](=[O:13])[CH3:12])([CH3:3])[CH3:2].[Br:14]Br, predict the reaction product. The product is: [Br:14][CH2:12][C:11]([C:6]1[CH:7]=[CH:8][CH:9]=[CH:10][C:5]=1[O:4][CH:1]([CH3:3])[CH3:2])=[O:13]. (3) The product is: [CH3:12][O:13][C:14](=[O:15])[C:16]1[CH:21]=[CH:20][C:19]([CH2:22][O:11][C:7]2[CH:8]=[CH:9][CH:10]=[C:5](/[CH:4]=[CH:3]/[CH2:2][OH:1])[CH:6]=2)=[CH:18][CH:17]=1. Given the reactants [OH:1][CH2:2]/[CH:3]=[CH:4]/[C:5]1[CH:6]=[C:7]([OH:11])[CH:8]=[CH:9][CH:10]=1.[CH3:12][O:13][C:14]([C:16]1[CH:21]=[CH:20][C:19]([CH2:22]Br)=[CH:18][CH:17]=1)=[O:15].C(=O)([O-])[O-].[K+].[K+].Cl, predict the reaction product. (4) Given the reactants [CH2:1]([N:4]1[C@H:9]([CH3:10])[CH2:8][N:7]([C@@H:11]([C:29]2[CH:34]=[CH:33][CH:32]=[C:31]([OH:35])[CH:30]=2)[C:12]2[CH:13]=[C:14]([CH:26]=[CH:27][CH:28]=2)[C:15](N(C2C=CC=C(F)C=2)C)=[O:16])[C@@H:6]([CH3:36])[CH2:5]1)[CH:2]=[CH2:3].[O:37]1[C:41]2([CH2:46][CH2:45][NH:44][CH2:43][CH2:42]2)[O:40][CH2:39][CH2:38]1.C([Mg]Cl)(C)C.ClCCl.C(OCC)(=O)C, predict the reaction product. The product is: [OH-:16].[NH4+:4].[CH2:1]([N:4]1[C@H:9]([CH3:10])[CH2:8][N:7]([C@@H:11]([C:29]2[CH:34]=[CH:33][CH:32]=[C:31]([OH:35])[CH:30]=2)[C:12]2[CH:13]=[C:14]([C:15]([N:44]3[CH2:45][CH2:46][C:41]4([O:40][CH2:39][CH2:38][O:37]4)[CH2:42][CH2:43]3)=[O:16])[CH:26]=[CH:27][CH:28]=2)[C@@H:6]([CH3:36])[CH2:5]1)[CH:2]=[CH2:3]. (5) Given the reactants [F:1][C:2]1[CH:3]=[C:4]([CH:7]=[CH:8][C:9]=1[OH:10])[CH:5]=[O:6].[Cl:11][C:12]1[CH:13]=[C:14]([CH:17]=[CH:18][C:19]=1[Cl:20])[CH2:15]O.C1(P(C2C=CC=CC=2)C2C=CC=CC=2)C=CC=CC=1.C1(C)C=CC=CC=1.N(C(OCC)=O)=NC(OCC)=O, predict the reaction product. The product is: [Cl:11][C:12]1[CH:13]=[C:14]([CH:17]=[CH:18][C:19]=1[Cl:20])[CH2:15][O:10][C:9]1[CH:8]=[CH:7][C:4]([CH:5]=[O:6])=[CH:3][C:2]=1[F:1].